From a dataset of Full USPTO retrosynthesis dataset with 1.9M reactions from patents (1976-2016). Predict the reactants needed to synthesize the given product. (1) Given the product [CH3:12][N:11]1[C:7]([S:16][CH2:17][CH:18]2[CH2:23][CH2:22][N:21]([C:24]([O:26][C:27]([CH3:30])([CH3:29])[CH3:28])=[O:25])[CH2:20][CH2:19]2)=[CH:8][C:9]([CH3:13])=[N:10]1, predict the reactants needed to synthesize it. The reactants are: FC(F)(F)S(O[CH:7]1[N:11]([CH3:12])[N:10]=[C:9]([CH3:13])[CH2:8]1)(=O)=O.[SH:16][CH2:17][CH:18]1[CH2:23][CH2:22][N:21]([C:24]([O:26][C:27]([CH3:30])([CH3:29])[CH3:28])=[O:25])[CH2:20][CH2:19]1.C(=O)([O-])[O-].[K+].[K+].CC1(C)C2C(=C(P(C3C=CC=CC=3)C3C=CC=CC=3)C=CC=2)OC2C(P(C3C=CC=CC=3)C3C=CC=CC=3)=CC=CC1=2. (2) Given the product [F:12][C:13]1[CH:19]=[C:18]([Cl:20])[CH:17]=[CH:16][C:14]=1[NH:15][C:2]1[CH:7]=[CH:6][CH:5]=[CH:4][C:3]=1[CH2:8][C:9]([OH:11])=[O:10], predict the reactants needed to synthesize it. The reactants are: Br[C:2]1[CH:7]=[CH:6][CH:5]=[CH:4][C:3]=1[CH2:8][C:9]([OH:11])=[O:10].[F:12][C:13]1[CH:19]=[C:18]([Cl:20])[CH:17]=[CH:16][C:14]=1[NH2:15]. (3) Given the product [Cl:23][C:24]1[CH:32]=[CH:31][C:27]([C:28]([N:8]2[CH2:7][CH2:6][N:5]([C:9]([O:11][C:12]([CH3:15])([CH3:14])[CH3:13])=[O:10])[CH2:4][CH:3]2[CH2:2][OH:1])=[O:29])=[C:26]([F:33])[CH:25]=1, predict the reactants needed to synthesize it. The reactants are: [OH:1][CH2:2][CH:3]1[NH:8][CH2:7][CH2:6][N:5]([C:9]([O:11][C:12]([CH3:15])([CH3:14])[CH3:13])=[O:10])[CH2:4]1.C(N(CC)CC)C.[Cl:23][C:24]1[CH:32]=[CH:31][C:27]([C:28](Cl)=[O:29])=[C:26]([F:33])[CH:25]=1.O. (4) Given the product [C:18]1([S:24][C:2]2[CH:3]=[C:4]([CH:5]=[CH:6][CH:7]=2)[CH:8]=[O:12])[CH:23]=[CH:22][CH:21]=[CH:20][CH:19]=1, predict the reactants needed to synthesize it. The reactants are: Br[C:2]1[CH:3]=[C:4]([CH:8]2[O:12]CCO2)[CH:5]=[CH:6][CH:7]=1.[Li]CCCC.[C:18]1([S:24][S:24][C:18]2[CH:23]=[CH:22][CH:21]=[CH:20][CH:19]=2)[CH:23]=[CH:22][CH:21]=[CH:20][CH:19]=1. (5) Given the product [CH2:9]1[NH:8][CH2:13][CH2:12][N:11]2[C:14](=[O:17])[CH2:15][CH2:16][C@@H:10]12, predict the reactants needed to synthesize it. The reactants are: C([N:8]1[CH2:13][CH2:12][N:11]2[C:14](=[O:17])[CH2:15][CH2:16][C@H:10]2[CH2:9]1)C1C=CC=CC=1.C([O-])=O.[NH4+]. (6) Given the product [Cl:19][C:20]1[CH:25]=[C:24]([C:2]2[C:10]3[N:9]4[CH2:11][CH2:12][NH:13][C:14](=[O:15])[C:8]4=[C:7]([CH3:16])[C:6]=3[CH:5]=[C:4]([C:17]#[N:18])[CH:3]=2)[CH:23]=[CH:22][N:21]=1, predict the reactants needed to synthesize it. The reactants are: Br[C:2]1[C:10]2[N:9]3[CH2:11][CH2:12][NH:13][C:14](=[O:15])[C:8]3=[C:7]([CH3:16])[C:6]=2[CH:5]=[C:4]([C:17]#[N:18])[CH:3]=1.[Cl:19][C:20]1[CH:25]=[C:24](B(O)O)[CH:23]=[CH:22][N:21]=1. (7) Given the product [Br:1][C:2]1[C:3]([CH2:21][N:22]2[CH2:27][CH2:26][O:25][CH2:24][CH2:23]2)=[CH:4][C:5]([O:11][CH2:12][C:13]2[CH:18]=[CH:17][C:16]([F:19])=[CH:15][C:14]=2[F:20])=[C:6]([CH:10]=1)[C:7]([NH:28][C:29]1[CH:30]=[N:31][CH:32]=[CH:33][CH:34]=1)=[O:9], predict the reactants needed to synthesize it. The reactants are: [Br:1][C:2]1[C:3]([CH2:21][N:22]2[CH2:27][CH2:26][O:25][CH2:24][CH2:23]2)=[CH:4][C:5]([O:11][CH2:12][C:13]2[CH:18]=[CH:17][C:16]([F:19])=[CH:15][C:14]=2[F:20])=[C:6]([CH:10]=1)[C:7]([OH:9])=O.[NH2:28][C:29]1[CH:30]=[N:31][CH:32]=[CH:33][CH:34]=1.C(N(C(C)C)CC)(C)C.ON1C2N=CC=CC=2N=N1.C(Cl)CCl. (8) Given the product [CH3:22][O:23][CH2:24][O:25][C:26]1[CH:31]=[CH:30][C:29]([CH2:32][CH2:33][CH:34]2[CH2:41][CH2:40][CH2:39][C:38](=[O:42])[CH2:37][CH2:36][CH2:35]2)=[CH:28][CH:27]=1, predict the reactants needed to synthesize it. The reactants are: [Cr](O[Cr]([O-])(=O)=O)([O-])(=O)=O.[NH+]1C=CC=CC=1.[NH+]1C=CC=CC=1.[CH3:22][O:23][CH2:24][O:25][C:26]1[CH:31]=[CH:30][C:29]([CH2:32][CH2:33][CH:34]2[CH2:41][CH2:40][CH2:39][CH:38]([OH:42])[CH2:37][CH2:36][CH2:35]2)=[CH:28][CH:27]=1. (9) Given the product [F:29][C:9]1[C:10]([NH:20][C:21]2[CH:26]=[CH:25][C:24]([I:27])=[CH:23][C:22]=2[F:28])=[C:11]([CH:19]=[C:7]([CH2:6][N:5]2[CH2:4][CH2:3][CH2:2][NH:1][C:33]2=[O:34])[C:8]=1[F:30])[C:12]([NH:14][O:15][CH2:16][CH2:17][OH:18])=[O:13], predict the reactants needed to synthesize it. The reactants are: [NH2:1][CH2:2][CH2:3][CH2:4][NH:5][CH2:6][C:7]1[C:8]([F:30])=[C:9]([F:29])[C:10]([NH:20][C:21]2[CH:26]=[CH:25][C:24]([I:27])=[CH:23][C:22]=2[F:28])=[C:11]([CH:19]=1)[C:12]([NH:14][O:15][CH2:16][CH2:17][OH:18])=[O:13].C1C(=O)N(OC(ON2C(=O)CCC2=O)=O)[C:33](=[O:34])C1.C(N(CC)CC)C.